Dataset: Full USPTO retrosynthesis dataset with 1.9M reactions from patents (1976-2016). Task: Predict the reactants needed to synthesize the given product. (1) Given the product [CH3:44][O:45][CH2:46][CH2:47][NH:48][C:49]([C@H:51]1[CH2:56][CH2:55][CH2:54][N:53]([CH2:2][C:3]2[CH:4]=[C:5]([CH:41]=[CH:42][CH:43]=2)[C:6]([NH:8][C:9]2[CH:14]=[CH:13][C:12]([N:15]3[CH2:20][CH2:19][CH2:18][CH2:17][CH2:16]3)=[CH:11][C:10]=2[C:21]2[CH:22]=[C:23]([CH:38]=[CH:39][N:40]=2)[C:24]([NH:26][CH2:27][C:28]2[CH:33]=[CH:32][CH:31]=[C:30]([C:34]([F:37])([F:36])[F:35])[CH:29]=2)=[O:25])=[O:7])[CH2:52]1)=[O:50], predict the reactants needed to synthesize it. The reactants are: Cl[CH2:2][C:3]1[CH:4]=[C:5]([CH:41]=[CH:42][CH:43]=1)[C:6]([NH:8][C:9]1[CH:14]=[CH:13][C:12]([N:15]2[CH2:20][CH2:19][CH2:18][CH2:17][CH2:16]2)=[CH:11][C:10]=1[C:21]1[CH:22]=[C:23]([CH:38]=[CH:39][N:40]=1)[C:24]([NH:26][CH2:27][C:28]1[CH:33]=[CH:32][CH:31]=[C:30]([C:34]([F:37])([F:36])[F:35])[CH:29]=1)=[O:25])=[O:7].[CH3:44][O:45][CH2:46][CH2:47][NH:48][C:49]([C@H:51]1[CH2:56][CH2:55][CH2:54][NH:53][CH2:52]1)=[O:50].C([O-])([O-])=O.[K+].[K+]. (2) Given the product [F:31][C:28]1[CH:29]=[CH:30][C:25]([C:23]2[N:24]=[C:20]([CH:17]3[CH2:16][CH2:15][N:14]([C:13]4[N:12]=[CH:11][N:10]=[C:9]([NH2:37])[C:8]=4[C:47]4[CH:48]=[N:49][C:44]([N:38]5[CH2:43][CH2:42][NH:41][CH2:40][CH2:39]5)=[CH:45][CH:46]=4)[CH2:19][CH2:18]3)[N:21]([CH3:36])[CH:22]=2)=[CH:26][C:27]=1[C:32]([F:34])([F:33])[F:35], predict the reactants needed to synthesize it. The reactants are: FC1C=CC([C:8]2[C:9]([NH2:37])=[N:10][CH:11]=[N:12][C:13]=2[N:14]2[CH2:19][CH2:18][CH:17]([C:20]3[N:21]([CH3:36])[CH:22]=[C:23]([C:25]4[CH:30]=[CH:29][C:28]([F:31])=[C:27]([C:32]([F:35])([F:34])[F:33])[CH:26]=4)[N:24]=3)[CH2:16][CH2:15]2)=CC=1.[N:38]1([C:44]2[N:49]=[CH:48][C:47](B(O)O)=[CH:46][CH:45]=2)[CH2:43][CH2:42][NH:41][CH2:40][CH2:39]1. (3) Given the product [OH:1][CH2:2][CH2:3][O:4][CH2:5][CH2:6][O:7][CH2:8][CH2:9][O:10][CH2:11][CH2:12][CH2:13][CH2:14][CH2:15][CH2:16][CH2:17][CH2:18][CH2:19][CH2:20][CH2:21][NH:22][C:23](=[O:54])[CH2:24][CH2:25][SH:26], predict the reactants needed to synthesize it. The reactants are: [OH:1][CH2:2][CH2:3][O:4][CH2:5][CH2:6][O:7][CH2:8][CH2:9][O:10][CH2:11][CH2:12][CH2:13][CH2:14][CH2:15][CH2:16][CH2:17][CH2:18][CH2:19][CH2:20][CH2:21][NH:22][C:23](=[O:54])[CH2:24][CH2:25][S:26][S:26][CH2:25][CH2:24][C:23](=[O:54])[NH:22][CH2:21][CH2:20][CH2:19][CH2:18][CH2:17][CH2:16][CH2:15][CH2:14][CH2:13][CH2:12][CH2:11][O:10][CH2:9][CH2:8][O:7][CH2:6][CH2:5][O:4][CH2:3][CH2:2][OH:1].Cl.Cl.C(CCP(CCC(O)=O)CCC(O)=O)(O)=O. (4) Given the product [Cl:1][C:2]1[CH:7]=[CH:6][C:5]([C@:8]2([O:17][C@H:16]([CH2:18][OH:19])[C@@H:14]([OH:15])[C@H:12]([OH:13])[C@H:10]2[OH:11])[OH:9])=[CH:4][C:3]=1[CH2:20][C:21]1[CH:22]=[CH:23][C:24]([C:27]#[C:28][C:30]2[CH:35]=[CH:34][CH:33]=[CH:32][CH:31]=2)=[CH:25][CH:26]=1, predict the reactants needed to synthesize it. The reactants are: [Cl:1][C:2]1[CH:7]=[CH:6][C:5]([C@:8]2([O:17][C@H:16]([CH2:18][OH:19])[C@@H:14]([OH:15])[C@H:12]([OH:13])[C@H:10]2[OH:11])[OH:9])=[CH:4][C:3]=1[CH2:20][C:21]1[CH:26]=[CH:25][C:24]([C:27]#[CH:28])=[CH:23][CH:22]=1.I[C:30]1[CH:35]=[CH:34][CH:33]=[CH:32][CH:31]=1.